Dataset: Forward reaction prediction with 1.9M reactions from USPTO patents (1976-2016). Task: Predict the product of the given reaction. (1) Given the reactants [CH2:1]([C:3]1[CH:12]=[CH:11][C:10]2[C:5](=[CH:6][CH:7]=[CH:8][CH:9]=2)[CH:4]=1)[CH3:2].[CH:13]1C=CC=C[CH:14]=1, predict the reaction product. The product is: [CH2:1]([C:3]1[CH:12]=[CH:11][C:10]2[C:5](=[CH:6][CH:7]=[CH:8][CH:9]=2)[C:4]=1[CH2:13][CH3:14])[CH3:2]. (2) Given the reactants [CH3:1][C:2]1[CH2:6][CH:5]=[C:4]([CH3:7])[C:3]=1[C:8]1[C:13]([CH3:14])=[CH:12][C:11]([CH3:15])=[CH:10][C:9]=1[NH2:16].C(N(CC)CC)C.[C:24](Cl)(=[O:29])[C:25]([CH3:28])([CH3:27])[CH3:26], predict the reaction product. The product is: [CH3:7][C:4]1[CH2:5][CH:6]=[C:2]([CH3:1])[C:3]=1[C:8]1[C:13]([CH3:14])=[CH:12][C:11]([CH3:15])=[CH:10][C:9]=1[NH:16][C:24](=[O:29])[C:25]([CH3:28])([CH3:27])[CH3:26]. (3) Given the reactants [Cl:1][C:2]1[C:11]([CH:12]=O)=[CH:10][C:9]2[C:4](=[CH:5][CH:6]=[C:7]([O:14][CH3:15])[CH:8]=2)[N:3]=1.[N:16]1[CH:21]=[CH:20][CH:19]=[C:18]([CH2:22][C:23]#[N:24])[CH:17]=1, predict the reaction product. The product is: [Cl:1][C:2]1[C:11](/[CH:12]=[C:22](/[C:18]2[CH:17]=[N:16][CH:21]=[CH:20][CH:19]=2)\[C:23]#[N:24])=[CH:10][C:9]2[C:4](=[CH:5][CH:6]=[C:7]([O:14][CH3:15])[CH:8]=2)[N:3]=1. (4) Given the reactants Br[C:2]1[CH:3]=[CH:4][C:5]2[C:6]3[CH2:16][N:15]([C:17]([O:19][C:20]([CH3:23])([CH3:22])[CH3:21])=[O:18])[CH2:14][CH2:13][CH2:12][C:7]=3[N:8]([CH3:11])[C:9]=2[CH:10]=1.[CH3:24][C:25]1[N:30]=[CH:29][C:28]([C:31]2[CH:36]=[CH:35][NH:34][C:33](=[O:37])[CH:32]=2)=[CH:27][CH:26]=1.C([O-])([O-])=O.[Cs+].[Cs+].OC1C=CC=C2C=1N=CC=C2, predict the reaction product. The product is: [CH3:11][N:8]1[C:9]2[CH:10]=[C:2]([N:34]3[CH:35]=[CH:36][C:31]([C:28]4[CH:29]=[N:30][C:25]([CH3:24])=[CH:26][CH:27]=4)=[CH:32][C:33]3=[O:37])[CH:3]=[CH:4][C:5]=2[C:6]2[CH2:16][N:15]([C:17]([O:19][C:20]([CH3:23])([CH3:22])[CH3:21])=[O:18])[CH2:14][CH2:13][CH2:12][C:7]1=2. (5) Given the reactants [Br:1][C:2]1[CH:7]=[CH:6][C:5]([C:8]([O:10][CH2:11][C:12]2[CH:17]=[CH:16][CH:15]=[CH:14][CH:13]=2)=[CH2:9])=[C:4]([CH2:18][CH3:19])[CH:3]=1.[CH2:20](I)I, predict the reaction product. The product is: [Br:1][C:2]1[CH:7]=[CH:6][C:5]([C:8]2([O:10][CH2:11][C:12]3[CH:13]=[CH:14][CH:15]=[CH:16][CH:17]=3)[CH2:20][CH2:9]2)=[C:4]([CH2:18][CH3:19])[CH:3]=1.